From a dataset of Forward reaction prediction with 1.9M reactions from USPTO patents (1976-2016). Predict the product of the given reaction. (1) The product is: [CH2:21]([O:1][C:2]1[CH:3]=[CH:4][CH:5]=[C:6]2[C:11]=1[CH:10]=[CH:9][CH:8]=[C:7]2[OH:12])[CH:20]=[CH2:19]. Given the reactants [OH:1][C:2]1[C:11]2[C:6](=[C:7]([OH:12])[CH:8]=[CH:9][CH:10]=2)[CH:5]=[CH:4][CH:3]=1.C([O-])([O-])=O.[K+].[K+].[CH2:19](Br)[CH:20]=[CH2:21], predict the reaction product. (2) Given the reactants [CH2:1]([N:8]1[CH:16]=[C:15]2[C:10]([CH:11]=[C:12]([C:17]3[CH:18]=[C:19]([C:27]4[CH:32]=[CH:31][C:30]([CH2:33]Br)=[CH:29][CH:28]=4)[N:20]4[C:25]=3[C:24]([NH2:26])=[N:23][CH:22]=[N:21]4)[CH:13]=[CH:14]2)=[N:9]1)[C:2]1[CH:7]=[CH:6][CH:5]=[CH:4][CH:3]=1.[CH3:35][N:36]1[CH2:41][CH2:40][NH:39][CH2:38][CH2:37]1, predict the reaction product. The product is: [CH2:1]([N:8]1[CH:16]=[C:15]2[C:10]([CH:11]=[C:12]([C:17]3[CH:18]=[C:19]([C:27]4[CH:32]=[CH:31][C:30]([CH2:33][N:39]5[CH2:40][CH2:41][N:36]([CH3:35])[CH2:37][CH2:38]5)=[CH:29][CH:28]=4)[N:20]4[C:25]=3[C:24]([NH2:26])=[N:23][CH:22]=[N:21]4)[CH:13]=[CH:14]2)=[N:9]1)[C:2]1[CH:7]=[CH:6][CH:5]=[CH:4][CH:3]=1. (3) Given the reactants [CH3:1][O:2][C:3]([C:5]1[CH:6]2[NH:12][CH:9]([CH2:10][CH:11]=1)[CH2:8][CH2:7]2)=[O:4].[C:13]([C:15]1[C:24]2[C:19](=[CH:20][CH:21]=[CH:22][CH:23]=2)[C:18](F)=[CH:17][CH:16]=1)#[N:14], predict the reaction product. The product is: [CH3:1][O:2][C:3]([C:5]1[CH:6]2[N:12]([C:18]3[C:19]4[C:24](=[CH:23][CH:22]=[CH:21][CH:20]=4)[C:15]([C:13]#[N:14])=[CH:16][CH:17]=3)[CH:9]([CH2:10][CH:11]=1)[CH2:8][CH2:7]2)=[O:4]. (4) Given the reactants C([O:5][C:6]([NH:8][CH2:9][C:10]1([C:33]2[CH:38]=[CH:37][CH:36]=[C:35]([Cl:39])[CH:34]=2)[CH2:15][CH2:14][CH:13]([N:16]2[C:21](=[O:22])[CH2:20][N:19]([C:23]3[CH:24]=[C:25]([CH:29]=[CH:30][CH:31]=3)[C:26]([OH:28])=[O:27])[C:18](=[O:32])[CH2:17]2)[CH2:12][CH2:11]1)=[O:7])(C)(C)C.C(OC(C(N)C1(C2C=CC=C(Cl)C=2)CCC(N(CC(O)=O)C(CNC2C=C(C=CC=2)C(O)=O)=O)CC1)=O)(C)(C)C.FC(F)(F)C(O)=O, predict the reaction product. The product is: [CH:6]([OH:7])=[O:5].[NH2:8][CH2:9][C:10]1([C:33]2[CH:38]=[CH:37][CH:36]=[C:35]([Cl:39])[CH:34]=2)[CH2:11][CH2:12][CH:13]([N:16]2[C:21](=[O:22])[CH2:20][N:19]([C:23]3[CH:24]=[C:25]([CH:29]=[CH:30][CH:31]=3)[C:26]([OH:28])=[O:27])[C:18](=[O:32])[CH2:17]2)[CH2:14][CH2:15]1. (5) The product is: [ClH:36].[O:27]=[C:19]1[CH:18]([CH2:28][C:29]([O:31][CH2:32][CH3:33])=[O:30])[CH2:17][C:16]2[CH:34]=[CH:35][C:13]([O:12][CH2:11][CH2:10][C:2]3[N:1]=[C:5]4[NH:6][CH2:7][CH2:8][CH2:9][N:4]4[CH:3]=3)=[CH:14][C:15]=2[CH2:21][N:20]1[CH2:22][C:23]([F:26])([F:25])[F:24]. Given the reactants [N:1]1[C:2]([CH2:10][CH2:11][O:12][C:13]2[CH:35]=[CH:34][C:16]3[CH2:17][CH:18]([CH2:28][C:29]([O:31][CH2:32][CH3:33])=[O:30])[C:19](=[O:27])[N:20]([CH2:22][C:23]([F:26])([F:25])[F:24])[CH2:21][C:15]=3[CH:14]=2)=[CH:3][N:4]2[CH:9]=[CH:8][CH:7]=[N:6][C:5]=12.[ClH:36].C(O)C, predict the reaction product. (6) Given the reactants [OH:1][C@@H:2]([CH2:25][OH:26])[CH2:3][CH2:4][O:5][C:6]1[CH:14]=[C:13]([F:15])[CH:12]=[C:11]([NH:16][C:17]2[CH:22]=[CH:21][C:20](I)=[CH:19][C:18]=2[F:24])[C:7]=1[C:8]([NH2:10])=[O:9].[CH2:27]([OH:31])[CH2:28][C:29]#[CH:30].CCCC[N+](CCCC)(CCCC)CCCC.[F-], predict the reaction product. The product is: [OH:1][C@@H:2]([CH2:25][OH:26])[CH2:3][CH2:4][O:5][C:6]1[CH:14]=[C:13]([F:15])[CH:12]=[C:11]([NH:16][C:17]2[CH:22]=[CH:21][C:20]([C:30]#[C:29][CH2:28][CH2:27][OH:31])=[CH:19][C:18]=2[F:24])[C:7]=1[C:8]([NH2:10])=[O:9]. (7) The product is: [CH2:19]([C:3]1[C:4]([SiH:15]([CH3:18])[CH3:17])=[C:5]([OH:6])[CH:10]=[CH:11][CH:12]=1)[CH3:20]. Given the reactants [Mg].Br[C:3]1[CH:4]=[C:5]([CH:10]=[CH:11][CH:12]=1)[O:6][SiH](C)C.C([Si:15]([CH3:18])([CH3:17])Cl)C.[CH2:19]1COC[CH2:20]1, predict the reaction product. (8) Given the reactants [OH:1][C:2]1[CH:7]=[C:6]([Br:8])[CH:5]=[CH:4][N:3]=1.[OH-].[K+].Cl[CH2:12][CH2:13][N:14]1[CH2:19][CH2:18][O:17][CH2:16][CH2:15]1.O, predict the reaction product. The product is: [Br:8][C:6]1[CH:5]=[CH:4][N:3]([CH2:12][CH2:13][N:14]2[CH2:19][CH2:18][O:17][CH2:16][CH2:15]2)[C:2](=[O:1])[CH:7]=1. (9) Given the reactants [Cl:1][C:2]1[CH:7]=[CH:6][N:5]=[C:4]2[N:8]([Si:11]([CH:18]([CH3:20])[CH3:19])([CH:15]([CH3:17])[CH3:16])[CH:12]([CH3:14])[CH3:13])[CH:9]=[CH:10][C:3]=12.C([Li])(CC)C.CC1C=CC(S([C:36]#[N:37])(=O)=O)=CC=1, predict the reaction product. The product is: [Cl:1][C:2]1[C:7]([C:36]#[N:37])=[CH:6][N:5]=[C:4]2[N:8]([Si:11]([CH:15]([CH3:17])[CH3:16])([CH:18]([CH3:20])[CH3:19])[CH:12]([CH3:13])[CH3:14])[CH:9]=[CH:10][C:3]=12. (10) Given the reactants [NH:1]1[C:9]2[C:4](=[CH:5][C:6]([C:10]([NH:12][NH:13][C:14](=S)[NH:15][CH2:16][C:17]3[CH:22]=[CH:21][C:20]([O:23][CH3:24])=[CH:19][CH:18]=3)=[O:11])=[CH:7][CH:8]=2)[CH:3]=[CH:2]1.CCN=C=NCCCN(C)C.Cl, predict the reaction product. The product is: [NH:1]1[C:9]2[C:4](=[CH:5][C:6]([C:10]3[O:11][C:14]([NH:15][CH2:16][C:17]4[CH:22]=[CH:21][C:20]([O:23][CH3:24])=[CH:19][CH:18]=4)=[N:13][N:12]=3)=[CH:7][CH:8]=2)[CH:3]=[CH:2]1.